Dataset: Reaction yield outcomes from USPTO patents with 853,638 reactions. Task: Predict the reaction yield, written as a fraction of the theoretical maximum amount of product (1.0 means a 100% yield; for example, 0.34 means a 34% yield). (1) The reactants are [OH:1][N:2]=[C:3]([NH2:12])[C:4]1[CH:9]=[CH:8][CH:7]=[CH:6][C:5]=1[O:10][CH3:11].[C:13](O)(=O)[CH2:14][CH2:15][C:16]#[CH:17].C1C=CC2N(O)N=NC=2C=1.CCN=C=NCCCN(C)C.Cl. The catalyst is O1CCOCC1. The product is [CH2:16]([C:17]1[O:1][N:2]=[C:3]([C:4]2[CH:9]=[CH:8][CH:7]=[CH:6][C:5]=2[O:10][CH3:11])[N:12]=1)[CH2:15][C:14]#[CH:13]. The yield is 0.360. (2) The reactants are [CH3:1][O:2][C:3]([C:5]1[CH:10]=[C:9]([NH:11][CH2:12][C:13]2[CH:18]=[CH:17][C:16]([F:19])=[CH:15][C:14]=2[F:20])[N:8]=[C:7](Cl)[N:6]=1)=[O:4].N1C=CC=NC=1.[F:28][C:29]([F:40])([F:39])[C:30]1[CH:31]=[C:32](B(O)O)[CH:33]=[N:34][CH:35]=1.C1(P(C2CCCCC2)C2C=CC=CC=2C2C(OC)=CC=CC=2OC)CCCCC1.C(=O)([O-])[O-].[K+].[K+]. The catalyst is O1CCOCC1.O.CCOC(C)=O.C([O-])(=O)C.[Pd+2].C([O-])(=O)C. The product is [CH3:1][O:2][C:3]([C:5]1[CH:10]=[C:9]([NH:11][CH2:12][C:13]2[CH:18]=[CH:17][C:16]([F:19])=[CH:15][C:14]=2[F:20])[N:8]=[C:7]([C:32]2[CH:33]=[N:34][CH:35]=[C:30]([C:29]([F:40])([F:39])[F:28])[CH:31]=2)[N:6]=1)=[O:4]. The yield is 0.443. (3) The yield is 0.990. The catalyst is ClCCCl.[NH4+].[OH-].O. The product is [C:1]([O:5][C:6](=[O:11])[NH:7][CH2:8][CH2:9][NH:10][CH:15]1[CH2:16][CH2:17][O:12][CH2:13][CH2:14]1)([CH3:4])([CH3:2])[CH3:3]. The reactants are [C:1]([O:5][C:6](=[O:11])[NH:7][CH2:8][CH2:9][NH2:10])([CH3:4])([CH3:3])[CH3:2].[O:12]1[CH2:17][CH2:16][C:15](=O)[CH2:14][CH2:13]1.C(O[BH-](OC(=O)C)OC(=O)C)(=O)C.[Na+]. (4) The reactants are C(O)CCCC/C=C\C/C=C\C/C=C\CCCCC.[Br:20][CH2:21][CH2:22][CH2:23][CH2:24][CH2:25][CH2:26][CH2:27][CH2:28][CH2:29][CH2:30][CH2:31][CH2:32][CH2:33][CH2:34][CH2:35][CH2:36][CH2:37][CH3:38]. No catalyst specified. The product is [Br:20][CH2:21][CH2:22][CH2:23][CH2:24][CH2:25]/[CH:26]=[CH:27]\[CH2:28]/[CH:29]=[CH:30]\[CH2:31]/[CH:32]=[CH:33]\[CH2:34][CH2:35][CH2:36][CH2:37][CH3:38]. The yield is 0.960. (5) The reactants are [BH4-].[Li+].IC.[CH3:5][O:6][C:7]1[CH:15]=[C:14]2[C:10]([CH2:11][N:12]([C:17]3[CH:18]=[C:19]4[C:24](=[CH:25][CH:26]=3)[N:23]=[CH:22][CH:21]=[N:20]4)[C:13]2=[O:16])=[CH:9][CH:8]=1.CO. The catalyst is O1CCCC1. The product is [CH3:5][O:6][C:7]1[CH:15]=[C:14]2[C:10]([CH2:11][N:12]([C:17]3[CH:18]=[C:19]4[C:24](=[CH:25][CH:26]=3)[NH:23][CH2:22][CH2:21][NH:20]4)[C:13]2=[O:16])=[CH:9][CH:8]=1. The yield is 0.600. (6) The reactants are [C:1]([NH:4][C:5]1[CH:6]=[C:7]([N:20]2[CH2:25][CH2:24][N:23]([C:26]([O:28][C:29]([CH3:32])([CH3:31])[CH3:30])=[O:27])[CH2:22][CH2:21]2)[CH:8]=[CH:9][C:10]=1[S:11]([C:14]1[CH:19]=[CH:18][CH:17]=[CH:16][CH:15]=1)(=[O:13])=[O:12])(=O)[CH3:2]. The catalyst is C1COCC1. The product is [CH2:1]([NH:4][C:5]1[CH:6]=[C:7]([N:20]2[CH2:21][CH2:22][N:23]([C:26]([O:28][C:29]([CH3:30])([CH3:32])[CH3:31])=[O:27])[CH2:24][CH2:25]2)[CH:8]=[CH:9][C:10]=1[S:11]([C:14]1[CH:15]=[CH:16][CH:17]=[CH:18][CH:19]=1)(=[O:13])=[O:12])[CH3:2]. The yield is 0.430.